Dataset: NCI-60 drug combinations with 297,098 pairs across 59 cell lines. Task: Regression. Given two drug SMILES strings and cell line genomic features, predict the synergy score measuring deviation from expected non-interaction effect. (1) Drug 1: CNC(=O)C1=CC=CC=C1SC2=CC3=C(C=C2)C(=NN3)C=CC4=CC=CC=N4. Drug 2: N.N.Cl[Pt+2]Cl. Cell line: UACC62. Synergy scores: CSS=4.80, Synergy_ZIP=-1.25, Synergy_Bliss=0.747, Synergy_Loewe=0.373, Synergy_HSA=0.990. (2) Cell line: SK-MEL-28. Drug 1: CNC(=O)C1=CC=CC=C1SC2=CC3=C(C=C2)C(=NN3)C=CC4=CC=CC=N4. Synergy scores: CSS=-0.463, Synergy_ZIP=-0.530, Synergy_Bliss=1.19, Synergy_Loewe=-5.75, Synergy_HSA=-2.13. Drug 2: C1=NC2=C(N1)C(=S)N=CN2. (3) Drug 1: CCCS(=O)(=O)NC1=C(C(=C(C=C1)F)C(=O)C2=CNC3=C2C=C(C=N3)C4=CC=C(C=C4)Cl)F. Drug 2: CN1C(=O)N2C=NC(=C2N=N1)C(=O)N. Cell line: NCI-H522. Synergy scores: CSS=-11.8, Synergy_ZIP=2.72, Synergy_Bliss=-7.53, Synergy_Loewe=-15.1, Synergy_HSA=-13.2. (4) Drug 1: C1=C(C(=O)NC(=O)N1)N(CCCl)CCCl. Drug 2: CN(CCCl)CCCl.Cl. Cell line: KM12. Synergy scores: CSS=7.29, Synergy_ZIP=-6.18, Synergy_Bliss=-8.93, Synergy_Loewe=-5.25, Synergy_HSA=-4.87. (5) Drug 1: CC(CN1CC(=O)NC(=O)C1)N2CC(=O)NC(=O)C2. Drug 2: CN1C2=C(C=C(C=C2)N(CCCl)CCCl)N=C1CCCC(=O)O.Cl. Cell line: A549. Synergy scores: CSS=39.1, Synergy_ZIP=3.51, Synergy_Bliss=4.26, Synergy_Loewe=-7.17, Synergy_HSA=3.89. (6) Drug 1: CC1CCC2CC(C(=CC=CC=CC(CC(C(=O)C(C(C(=CC(C(=O)CC(OC(=O)C3CCCCN3C(=O)C(=O)C1(O2)O)C(C)CC4CCC(C(C4)OC)OCCO)C)C)O)OC)C)C)C)OC. Drug 2: COC1=C2C(=CC3=C1OC=C3)C=CC(=O)O2. Cell line: HS 578T. Synergy scores: CSS=21.5, Synergy_ZIP=-7.79, Synergy_Bliss=-9.86, Synergy_Loewe=-22.5, Synergy_HSA=-3.90. (7) Drug 1: CC1=C2C(C(=O)C3(C(CC4C(C3C(C(C2(C)C)(CC1OC(=O)C(C(C5=CC=CC=C5)NC(=O)OC(C)(C)C)O)O)OC(=O)C6=CC=CC=C6)(CO4)OC(=O)C)O)C)O. Drug 2: C1C(C(OC1N2C=NC3=C2NC=NCC3O)CO)O. Cell line: ACHN. Synergy scores: CSS=-2.19, Synergy_ZIP=0.241, Synergy_Bliss=-2.36, Synergy_Loewe=-2.47, Synergy_HSA=-3.54. (8) Drug 1: CC1=C(C=C(C=C1)C(=O)NC2=CC(=CC(=C2)C(F)(F)F)N3C=C(N=C3)C)NC4=NC=CC(=N4)C5=CN=CC=C5. Drug 2: CC1=C(N=C(N=C1N)C(CC(=O)N)NCC(C(=O)N)N)C(=O)NC(C(C2=CN=CN2)OC3C(C(C(C(O3)CO)O)O)OC4C(C(C(C(O4)CO)O)OC(=O)N)O)C(=O)NC(C)C(C(C)C(=O)NC(C(C)O)C(=O)NCCC5=NC(=CS5)C6=NC(=CS6)C(=O)NCCC[S+](C)C)O. Cell line: MCF7. Synergy scores: CSS=5.91, Synergy_ZIP=-2.29, Synergy_Bliss=-2.88, Synergy_Loewe=-10.4, Synergy_HSA=-6.50.